Dataset: Merck oncology drug combination screen with 23,052 pairs across 39 cell lines. Task: Regression. Given two drug SMILES strings and cell line genomic features, predict the synergy score measuring deviation from expected non-interaction effect. Drug 1: COc1cccc2c1C(=O)c1c(O)c3c(c(O)c1C2=O)CC(O)(C(=O)CO)CC3OC1CC(N)C(O)C(C)O1. Drug 2: C#Cc1cccc(Nc2ncnc3cc(OCCOC)c(OCCOC)cc23)c1. Cell line: NCIH1650. Synergy scores: synergy=11.0.